Dataset: Forward reaction prediction with 1.9M reactions from USPTO patents (1976-2016). Task: Predict the product of the given reaction. (1) Given the reactants [Cl:1][C:2]1[CH:10]=[CH:9][N:8]=[C:7]2[C:3]=1[CH:4]=[CH:5][NH:6]2.[C:11]1([CH3:21])[CH:16]=[CH:15][C:14]([S:17](Cl)(=[O:19])=[O:18])=[CH:13][CH:12]=1.S([O-])([O-])(=O)=O.C([N+](CCCC)(CCCC)CCCC)CCC.C([N+](CCCC)(CCCC)CCCC)CCC.[OH-].[Na+], predict the reaction product. The product is: [Cl:1][C:2]1[CH:10]=[CH:9][N:8]=[C:7]2[N:6]([S:17]([C:14]3[CH:15]=[CH:16][C:11]([CH3:21])=[CH:12][CH:13]=3)(=[O:19])=[O:18])[CH:5]=[CH:4][C:3]=12. (2) Given the reactants S(=O)(=O)(O)O.[CH:6]([NH2:8])=O.N[C:10]1[CH:11]=[C:12]([N:17]2[C:22]3[CH:23]=[CH:24][C:25]([NH:27][S:28]([CH3:31])(=[O:30])=[O:29])=[CH:26][C:21]=3[O:20][C:19](C)([CH3:32])[C:18]2=O)[CH:13]=[CH:14][C:15]=1[F:16].[BH4-].[Na+].[C:37](=[O:40])([O-])O.[Na+].O1CCC[CH2:43]1, predict the reaction product. The product is: [CH3:43][N:8]([CH3:6])[C:14]1[CH:13]=[C:12]([N:17]2[C:22]3[CH:23]=[CH:24][C:25]([NH:27][S:28]([CH3:31])(=[O:29])=[O:30])=[CH:26][C:21]=3[O:20][C:19]([CH3:18])([CH3:32])[C:37]2=[O:40])[CH:11]=[CH:10][C:15]=1[F:16]. (3) Given the reactants [F:1][C:2]1[CH:25]=[CH:24][CH:23]=[C:22]([F:26])[C:3]=1[C:4]([NH:6][C:7](=[O:21])[N:8]([C:10]1[CH:15]=[CH:14][C:13]([S:16][CH2:17][CH:18]=[CH2:19])=[CH:12][C:11]=1[F:20])[CH3:9])=[O:5].ClC1C=CC=C(C(OO)=[O:35])C=1, predict the reaction product. The product is: [F:1][C:2]1[CH:25]=[CH:24][CH:23]=[C:22]([F:26])[C:3]=1[C:4]([NH:6][C:7](=[O:21])[N:8]([C:10]1[CH:15]=[CH:14][C:13]([S:16]([CH2:17][CH:18]=[CH2:19])=[O:35])=[CH:12][C:11]=1[F:20])[CH3:9])=[O:5]. (4) Given the reactants Br[C:2]1[CH:14]=[CH:13][C:12]([C:15]([NH2:17])=[O:16])=[C:11]2[C:3]=1[C:4]1[CH2:5][CH2:6][CH:7]([CH2:18][OH:19])[CH2:8][C:9]=1[NH:10]2.[C:20]([C:24]1[CH:25]=[C:26]2[C:30](=[CH:31][CH:32]=1)[C:29](=[O:33])[N:28]([C:34]1[CH:39]=[CH:38][CH:37]=[C:36](B3OC(C)(C)C(C)(C)O3)[C:35]=1[CH3:49])[C:27]2=[O:50])([CH3:23])([CH3:22])[CH3:21].P([O-])([O-])([O-])=[O:52].[K+].[K+].[K+].Cl, predict the reaction product. The product is: [C:20]([C:24]1[CH:32]=[CH:31][C:30]([C:29](=[O:33])[NH:28][C:34]2[CH:39]=[CH:38][CH:37]=[C:36]([C:2]3[CH:14]=[CH:13][C:12]([C:15](=[O:16])[NH2:17])=[C:11]4[C:3]=3[C:4]3[CH2:5][CH2:6][CH:7]([CH2:18][OH:19])[CH2:8][C:9]=3[NH:10]4)[C:35]=2[CH3:49])=[C:26]([CH:25]=1)[C:27]([OH:50])=[O:52])([CH3:22])([CH3:23])[CH3:21]. (5) Given the reactants [OH:1][C:2]1[CH:3]=[CH:4][C:5]([C:9]([O:11][CH3:12])=[O:10])=[N:6][C:7]=1[CH3:8].[H-].[Na+].FC(F)(F)S(O[CH2:21][CH2:22][O:23][C:24]([F:27])([F:26])[F:25])(=O)=O.O, predict the reaction product. The product is: [CH3:8][C:7]1[N:6]=[C:5]([C:9]([O:11][CH3:12])=[O:10])[CH:4]=[CH:3][C:2]=1[O:1][CH2:21][CH2:22][O:23][C:24]([F:27])([F:26])[F:25].